From a dataset of Reaction yield outcomes from USPTO patents with 853,638 reactions. Predict the reaction yield, written as a fraction of the theoretical maximum amount of product (1.0 means a 100% yield; for example, 0.34 means a 34% yield). (1) The reactants are [F:1][CH:2]([F:23])[C:3]1[CH:8]=[CH:7][C:6]([C:9]2[N:10]=[C:11]3[C:16]([C:17]([O:19]CC)=[O:18])=[CH:15][CH:14]=[CH:13][N:12]3[CH:22]=2)=[CH:5][CH:4]=1.Cl. The catalyst is [OH-].[Na+]. The product is [F:23][CH:2]([F:1])[C:3]1[CH:8]=[CH:7][C:6]([C:9]2[N:10]=[C:11]3[C:16]([C:17]([OH:19])=[O:18])=[CH:15][CH:14]=[CH:13][N:12]3[CH:22]=2)=[CH:5][CH:4]=1. The yield is 0.780. (2) The reactants are [CH3:1][C@H:2]1[N:7]([CH2:8][C:9]([F:12])([F:11])[F:10])[C:6](=[O:13])[CH:5]([NH:14]C(=O)OC(C)(C)C)[CH2:4][C@H:3]1[C:22]1[CH:27]=[CH:26][CH:25]=[CH:24][C:23]=1[CH3:28].Cl.[CH3:30][C:31]1[CH:39]=[CH:38][C:34]([C:35]([OH:37])=[O:36])=[CH:33][CH:32]=1. The catalyst is C1COCC1.OC1C=CC([N+]([O-])=O)=CC=1C=O. The product is [CH3:30][C:31]1[CH:39]=[CH:38][C:34]([C:35]([O-:37])=[O:36])=[CH:33][CH:32]=1.[CH3:1][C@H:2]1[N:7]([CH2:8][C:9]([F:11])([F:12])[F:10])[C:6](=[O:13])[C@@H:5]([NH3+:14])[CH2:4][C@H:3]1[C:22]1[CH:27]=[CH:26][CH:25]=[CH:24][C:23]=1[CH3:28]. The yield is 0.520. (3) The reactants are [C:1]([O:5][C:6](=[O:33])[N:7]([CH2:9][CH:10]([C:26]1[CH:31]=[CH:30][C:29]([Cl:32])=[CH:28][CH:27]=1)[C:11]1[CH:16]=[CH:15][C:14](B2OC(C)(C)C(C)(C)O2)=[CH:13][CH:12]=1)[CH3:8])([CH3:4])([CH3:3])[CH3:2].Cl[C:35]1[CH:40]=[CH:39][N:38]=[C:37]2[NH:41][CH:42]=[CH:43][C:36]=12.C(=O)([O-])[O-].[K+].[K+]. The catalyst is O1CCOCC1. The product is [C:1]([O:5][C:6](=[O:33])[N:7]([CH2:9][CH:10]([C:26]1[CH:27]=[CH:28][C:29]([Cl:32])=[CH:30][CH:31]=1)[C:11]1[CH:16]=[CH:15][C:14]([C:35]2[CH:40]=[CH:39][N:38]=[C:37]3[NH:41][CH:42]=[CH:43][C:36]=23)=[CH:13][CH:12]=1)[CH3:8])([CH3:4])([CH3:2])[CH3:3]. The yield is 0.510. (4) The reactants are C(O[C:6]([N:8]1[CH2:13][CH2:12][N:11]([C:14](OC(C)(C)C)=O)[CH2:10][C@H:9]1[CH2:21][OH:22])=O)(C)(C)C.[H-].[H-].[H-].[H-].[Li+].[Al+3]. The catalyst is C1COCC1. The product is [CH3:6][N:8]1[CH2:13][CH2:12][N:11]([CH3:14])[CH2:10][C@H:9]1[CH2:21][OH:22]. The yield is 0.560. (5) The reactants are [CH:1]12[NH:8][CH:5]([CH2:6][CH2:7]1)[CH2:4][CH:3]([C:9]1[N:13]=[C:12]([NH:14][C:15]3[C:20]([O:21][C:22]4[C:23]([CH3:28])=[N:24][CH:25]=[CH:26][CH:27]=4)=[CH:19][C:18]([S:29][C:30]4[CH:35]=[CH:34][CH:33]=[CH:32][N:31]=4)=[CH:17][N:16]=3)[S:11][N:10]=1)[CH2:2]2.C(N(CC)CC)C.[C:43]([O:46][CH2:47][C:48](Cl)=[O:49])(=[O:45])[CH3:44]. The catalyst is C(Cl)Cl. The product is [C:43]([O:46][CH2:47][C:48]([N:8]1[CH:5]2[CH2:6][CH2:7][CH:1]1[CH2:2][CH:3]([C:9]1[N:13]=[C:12]([NH:14][C:15]3[C:20]([O:21][C:22]4[C:23]([CH3:28])=[N:24][CH:25]=[CH:26][CH:27]=4)=[CH:19][C:18]([S:29][C:30]4[CH:35]=[CH:34][CH:33]=[CH:32][N:31]=4)=[CH:17][N:16]=3)[S:11][N:10]=1)[CH2:4]2)=[O:49])(=[O:45])[CH3:44]. The yield is 1.00. (6) The reactants are [Br:1][C:2]1[CH:24]=[CH:23][C:5]2[C:6]3[N:10](CCO[C:4]=2[CH:3]=1)[CH:9]=[C:8]([C:14]1[N:15]([CH:20]([CH3:22])[CH3:21])[N:16]=[C:17]([CH3:19])[N:18]=1)[N:7]=3.Cl.BrC1C=CC(C(N)=N)=C([F:36])C=1.C(=O)([O-])O.[K+].BrCC(C1N(C(C)C)N=C(C)N=1)=O. The catalyst is C1COCC1.O. The product is [Br:1][C:2]1[CH:24]=[CH:23][C:5]([C:6]2[NH:10][CH:9]=[C:8]([C:14]3[N:15]([CH:20]([CH3:22])[CH3:21])[N:16]=[C:17]([CH3:19])[N:18]=3)[N:7]=2)=[C:4]([F:36])[CH:3]=1. The yield is 0.790. (7) The reactants are [Br:1][C:2]1[CH:7]=[CH:6][C:5]([CH:8](C(OC)=O)[C:9]([O:11]C)=[O:10])=[C:4]([N+:17]([O-:19])=[O:18])[CH:3]=1. The catalyst is Cl. The product is [Br:1][C:2]1[CH:7]=[CH:6][C:5]([CH2:8][C:9]([OH:11])=[O:10])=[C:4]([N+:17]([O-:19])=[O:18])[CH:3]=1. The yield is 0.890. (8) The reactants are [Cl:1][C:2]1[CH:7]=[CH:6][CH:5]=[CH:4][C:3]=1[CH2:8][C:9](O)=O.[Cl:12][C:13]1[CH:18]=[CH:17][CH:16]=[CH:15][C:14]=1[NH:19][C:20](=[S:23])[NH:21][NH2:22]. The catalyst is [OH-].[Na+]. The product is [Cl:1][C:2]1[CH:7]=[CH:6][CH:5]=[CH:4][C:3]=1[CH2:8][C:9]1[N:19]([C:14]2[CH:15]=[CH:16][CH:17]=[CH:18][C:13]=2[Cl:12])[C:20](=[S:23])[NH:21][N:22]=1. The yield is 0.130. (9) The reactants are C(=O)(OCC(F)(F)F)OCC(F)(F)F.FC(F)(F)C[NH:18][C:19](=[O:38])[O:20][CH2:21][CH:22]1[CH:27]=[CH:26][CH2:25][CH:24]([CH2:28][O:29][C:30](=[O:37])[NH:31]CC(F)(F)F)[CH2:23]1. No catalyst specified. The product is [C:30](=[O:37])([O:29][CH2:28][CH:24]1[CH:25]=[CH:26][CH2:27][CH:22]([CH2:21][O:20][C:19](=[O:38])[NH2:18])[CH2:23]1)[NH2:31]. The yield is 0.932. (10) The reactants are [CH2:1]([N:3]1[CH:7]=[C:6]([C:8]2[CH:13]=[CH:12][N:11]=[C:10]3[NH:14][C:15]([C:17]([OH:19])=O)=[CH:16][C:9]=23)[C:5]([C:20]2[CH:25]=[CH:24][C:23]([N+:26]([O-:28])=[O:27])=[CH:22][CH:21]=2)=[N:4]1)[CH3:2].[CH3:29][N:30]1[CH2:35][CH2:34][N:33]([CH2:36][CH2:37][NH2:38])[CH2:32][CH2:31]1.Cl.CN(C)CCCN=C=NCC. The catalyst is CN(C)C=O. The product is [CH2:1]([N:3]1[CH:7]=[C:6]([C:8]2[CH:13]=[CH:12][N:11]=[C:10]3[NH:14][C:15]([C:17]([NH:38][CH2:37][CH2:36][N:33]4[CH2:34][CH2:35][N:30]([CH3:29])[CH2:31][CH2:32]4)=[O:19])=[CH:16][C:9]=23)[C:5]([C:20]2[CH:25]=[CH:24][C:23]([N+:26]([O-:28])=[O:27])=[CH:22][CH:21]=2)=[N:4]1)[CH3:2]. The yield is 0.200.